From a dataset of Catalyst prediction with 721,799 reactions and 888 catalyst types from USPTO. Predict which catalyst facilitates the given reaction. (1) Reactant: C[O:2][C:3](=[O:37])[CH:4]([OH:36])[CH2:5][NH:6][CH2:7][C:8](=[O:35])[N:9]1[C:17]2[C:12](=[CH:13][C:14]([O:18][CH2:19][C:20]3[S:21][C:22]([C:31]([F:34])([F:33])[F:32])=[C:23]([C:25]4[CH:30]=[CH:29][CH:28]=[CH:27][CH:26]=4)[CH:24]=3)=[CH:15][CH:16]=2)[CH2:11][CH2:10]1.O.Cl.CO.C(Cl)(Cl)Cl. Product: [OH:36][CH:4]([CH2:5][NH:6][CH2:7][C:8](=[O:35])[N:9]1[C:17]2[C:12](=[CH:13][C:14]([O:18][CH2:19][C:20]3[S:21][C:22]([C:31]([F:34])([F:32])[F:33])=[C:23]([C:25]4[CH:26]=[CH:27][CH:28]=[CH:29][CH:30]=4)[CH:24]=3)=[CH:15][CH:16]=2)[CH2:11][CH2:10]1)[C:3]([OH:37])=[O:2]. The catalyst class is: 702. (2) Reactant: [C:1](#[N:5])[CH2:2][C:3]#[N:4].[F:6][C:7]1[CH:14]=[CH:13][CH:12]=[C:11]([F:15])[C:8]=1[CH:9]=O.N1CCCCC1.[C:22]([CH2:24][C:25]([NH2:27])=[S:26])#[N:23]. Product: [NH2:4][C:3]1[S:26][C:25]([NH2:27])=[C:24]([C:22]#[N:23])[CH:9]([C:8]2[C:7]([F:6])=[CH:14][CH:13]=[CH:12][C:11]=2[F:15])[C:2]=1[C:1]#[N:5]. The catalyst class is: 40. (3) Reactant: O.C1(C)C=CC(S(O)(=O)=O)=CC=1.Cl[C:14]1[CH:19]=[CH:18][N:17]=[CH:16][C:15]=1[F:20].[CH3:21][C:22]1[CH:23]=[N:24][NH:25][CH:26]=1.C(=O)(O)[O-].[Na+]. Product: [F:20][C:15]1[CH:16]=[N:17][CH:18]=[CH:19][C:14]=1[N:24]1[CH:23]=[C:22]([CH3:21])[CH:26]=[N:25]1. The catalyst class is: 41. (4) Reactant: [CH2:1]([O:19][CH2:20][CH:21]([CH2:23][O:24][C:25](=[O:41])[CH2:26][CH2:27][CH2:28][CH2:29][CH2:30][CH2:31][CH2:32][CH2:33][CH2:34][CH2:35][CH2:36][CH2:37][CH2:38][CH2:39][CH3:40])[OH:22])[CH2:2][CH2:3][CH2:4][CH2:5][CH2:6][CH2:7][CH2:8]/[CH:9]=[CH:10]\[CH2:11][CH2:12][CH2:13][CH2:14][CH2:15][CH2:16][CH2:17][CH3:18].C1(N=C=NC2CCCCC2)CCCCC1.CN(C1C=CC=CN=1)C.[CH2:66]([CH2:80][C:81](O)=[S:82])[CH2:67][CH2:68][CH2:69][CH2:70][CH2:71][CH2:72][CH2:73][CH2:74][CH2:75][CH2:76][CH2:77][CH2:78][CH3:79]. Product: [CH2:1]([O:19][CH:20]([C:81](=[S:82])[CH2:80][CH2:66][CH2:67][CH2:68][CH2:69][CH2:70][CH2:71][CH2:72][CH2:73][CH2:74][CH2:75][CH2:76][CH2:77][CH2:78][CH3:79])[CH:21]([CH2:23][O:24][C:25](=[O:41])[CH2:26][CH2:27][CH2:28][CH2:29][CH2:30][CH2:31][CH2:32][CH2:33][CH2:34][CH2:35][CH2:36][CH2:37][CH2:38][CH2:39][CH3:40])[OH:22])[CH2:2][CH2:3][CH2:4][CH2:5][CH2:6][CH2:7][CH2:8]/[CH:9]=[CH:10]\[CH2:11][CH2:12][CH2:13][CH2:14][CH2:15][CH2:16][CH2:17][CH3:18]. The catalyst class is: 4.